From a dataset of Forward reaction prediction with 1.9M reactions from USPTO patents (1976-2016). Predict the product of the given reaction. (1) Given the reactants [S:1]1[CH:5]=[CH:4][CH:3]=[C:2]1[C:6]([OH:8])=O.CCN(C(C)C)C(C)C.[CH3:18][O:19][C:20]1[CH:21]=[C:22]([NH:26][C:27]2[CH:32]=[C:31]([N:33]([CH3:35])[CH3:34])[N:30]=[C:29]([N:36]3[CH2:41][CH2:40][NH:39][CH2:38][CH2:37]3)[N:28]=2)[CH:23]=[CH:24][CH:25]=1.C([O-])(O)=O.[Na+], predict the reaction product. The product is: [CH3:18][O:19][C:20]1[CH:21]=[C:22]([NH:26][C:27]2[CH:32]=[C:31]([N:33]([CH3:35])[CH3:34])[N:30]=[C:29]([N:36]3[CH2:41][CH2:40][N:39]([C:6]([C:2]4[S:1][CH:5]=[CH:4][CH:3]=4)=[O:8])[CH2:38][CH2:37]3)[N:28]=2)[CH:23]=[CH:24][CH:25]=1. (2) The product is: [CH:1]1([CH2:7][CH2:8][CH2:9][C@@H:10]([C:16]2[O:20][N:19]=[C:18]([CH2:21][CH2:22][C:23]([OH:25])=[O:24])[N:17]=2)[CH2:11][C:12]([NH:14][OH:15])=[O:13])[CH2:2][CH2:3][CH2:4][CH2:5][CH2:6]1. Given the reactants [CH:1]1([CH2:7][CH2:8][CH2:9][C@@H:10]([C:16]2[O:20][N:19]=[C:18]([CH2:21][CH2:22][C:23]([O:25]CC)=[O:24])[N:17]=2)[CH2:11][C:12]([NH:14][OH:15])=[O:13])[CH2:6][CH2:5][CH2:4][CH2:3][CH2:2]1.O.[OH-].[Li+], predict the reaction product. (3) Given the reactants [Cl:1][C:2]1[CH:11]=[C:10]2[C:5]([C:6]([N:13]3[CH2:18][CH2:17][NH:16][CH2:15][CH2:14]3)=[CH:7][C:8]([NH2:12])=[N:9]2)=[CH:4][CH:3]=1.[N:19]([C:22]1[C:23](=[O:28])[NH:24][CH:25]=[CH:26][CH:27]=1)=[C:20]=[O:21].C(N(C(C)C)CC)(C)C, predict the reaction product. The product is: [NH2:12][C:8]1[CH:7]=[C:6]([N:13]2[CH2:18][CH2:17][N:16]([C:20]([NH:19][C:22]3[C:23](=[O:28])[NH:24][CH:25]=[CH:26][CH:27]=3)=[O:21])[CH2:15][CH2:14]2)[C:5]2[C:10](=[CH:11][C:2]([Cl:1])=[CH:3][CH:4]=2)[N:9]=1. (4) Given the reactants [CH3:1][O:2][C:3]1[C:11]2[NH:10][C:9]3[CH2:12][CH2:13][N:14]([CH3:16])[CH2:15][C:8]=3[C:7]=2[CH:6]=[CH:5][CH:4]=1.[H-].[Na+].[CH3:19][C:20]1([C:23]2[CH:28]=[CH:27][N:26]=[CH:25][CH:24]=2)[CH2:22][O:21]1, predict the reaction product. The product is: [CH3:1][O:2][C:3]1[C:11]2[N:10]([CH2:19][C:20]([C:23]3[CH:28]=[CH:27][N:26]=[CH:25][CH:24]=3)([OH:21])[CH3:22])[C:9]3[CH2:12][CH2:13][N:14]([CH3:16])[CH2:15][C:8]=3[C:7]=2[CH:6]=[CH:5][CH:4]=1.